Dataset: Catalyst prediction with 721,799 reactions and 888 catalyst types from USPTO. Task: Predict which catalyst facilitates the given reaction. Reactant: [Cl-].[CH2:2]([N+:12]([CH2:15][CH2:16][CH2:17][CH2:18][CH2:19][CH2:20][CH2:21][CH2:22][CH2:23][CH3:24])([CH3:14])[CH3:13])[CH2:3][CH2:4][CH2:5][CH2:6][CH2:7][CH2:8][CH2:9][CH2:10][CH3:11].O.[C:26]([O-:35])(=[O:34])[C:27]1[C:28](=[CH:30][CH:31]=[CH:32][CH:33]=1)[OH:29].[Na+]. Product: [C:26]([O-:35])(=[O:34])[C:27]1[C:28](=[CH:30][CH:31]=[CH:32][CH:33]=1)[OH:29].[CH2:15]([N+:12]([CH2:2][CH2:3][CH2:4][CH2:5][CH2:6][CH2:7][CH2:8][CH2:9][CH2:10][CH3:11])([CH3:14])[CH3:13])[CH2:16][CH2:17][CH2:18][CH2:19][CH2:20][CH2:21][CH2:22][CH2:23][CH3:24]. The catalyst class is: 22.